Dataset: Full USPTO retrosynthesis dataset with 1.9M reactions from patents (1976-2016). Task: Predict the reactants needed to synthesize the given product. (1) Given the product [Cl:1][C:2]1[N:10]=[C:9]2[C:5]([N:6]=[CH:7][N:8]2[CH:11]2[CH2:15][CH2:14][CH2:13][CH2:12]2)=[C:4]([NH:22][CH2:21][C:20]2[CH:23]=[CH:24][C:25]([O:27][CH3:28])=[CH:26][C:19]=2[O:18][CH3:17])[N:3]=1, predict the reactants needed to synthesize it. The reactants are: [Cl:1][C:2]1[N:10]=[C:9]2[C:5]([N:6]=[CH:7][N:8]2[CH:11]2[CH2:15][CH2:14][CH2:13][CH2:12]2)=[C:4](Cl)[N:3]=1.[CH3:17][O:18][C:19]1[CH:26]=[C:25]([O:27][CH3:28])[CH:24]=[CH:23][C:20]=1[CH2:21][NH2:22]. (2) Given the product [Cl:1][C:2]1[C:3]([O:27][CH3:28])=[C:4](/[C:17](/[CH2:25][CH3:26])=[C:18](/[F:24])\[CH2:19][OH:20])[CH:5]=[C:6]2[C:11]=1[O:10][C:9]([CH3:13])([CH3:12])[CH:8]=[C:7]2[CH:14]([CH3:15])[CH3:16], predict the reactants needed to synthesize it. The reactants are: [Cl:1][C:2]1[C:3]([O:27][CH3:28])=[C:4](/[C:17](/[CH2:25][CH3:26])=[C:18](/[F:24])\[C:19](OCC)=[O:20])[CH:5]=[C:6]2[C:11]=1[O:10][C:9]([CH3:13])([CH3:12])[CH:8]=[C:7]2[CH:14]([CH3:16])[CH3:15].[H-].C([Al+]CC(C)C)C(C)C. (3) Given the product [CH3:6][C:4]([N:7]1[CH:11]=[C:10]([C:12]2[N:13]=[C:14]([NH:22][CH2:23][C@:24]3([F:30])[CH2:29][CH2:28][CH2:27][NH:26][CH2:25]3)[C:15]3[CH:16]=[CH:17][CH:18]=[N:19][C:20]=3[CH:21]=2)[CH:9]=[N:8]1)([CH3:3])[CH3:5], predict the reactants needed to synthesize it. The reactants are: Cl.Cl.[CH3:3][C:4]([N:7]1[CH:11]=[C:10]([C:12]2[N:13]=[C:14]([NH:22][CH2:23][C@:24]3([F:30])[CH2:29][CH2:28][CH2:27][NH:26][CH2:25]3)[C:15]3[CH:16]=[CH:17][CH:18]=[N:19][C:20]=3[CH:21]=2)[CH:9]=[N:8]1)([CH3:6])[CH3:5]. (4) Given the product [NH:1]1[C:9]2[C:4](=[CH:5][CH:6]=[CH:7][CH:8]=2)[C:3](/[CH:10]=[C:11]2\[O:12][C:13]3[C:20]([C:21]#[C:22][CH:23]4[CH2:24][CH2:25][NH:26][CH2:27][CH2:28]4)=[C:19]([O:36][CH3:37])[CH:18]=[CH:17][C:14]=3[C:15]\2=[O:16])=[N:2]1, predict the reactants needed to synthesize it. The reactants are: [NH:1]1[C:9]2[C:4](=[CH:5][CH:6]=[CH:7][CH:8]=2)[C:3](/[CH:10]=[C:11]2\[O:12][C:13]3[C:20]([C:21]#[C:22][CH:23]4[CH2:28][CH2:27][N:26](C(OC(C)(C)C)=O)[CH2:25][CH2:24]4)=[C:19]([O:36][CH3:37])[CH:18]=[CH:17][C:14]=3[C:15]\2=[O:16])=[N:2]1.Cl. (5) Given the product [CH3:22][N:19]1[CH2:20][CH2:21][N:16]([CH2:15][C:10]2[CH:11]=[CH:12][CH:13]=[CH:14][C:9]=2[NH:8][C:6](=[O:7])[C:5]2[CH:23]=[CH:24][C:2]([C:27]3[CH:28]=[C:29]([NH:32][C:33]([C:35]4[CH:39]=[CH:38][S:37][CH:36]=4)=[O:34])[CH:30]=[CH:31][C:26]=3[CH3:25])=[N:3][CH:4]=2)[CH2:17][CH2:18]1, predict the reactants needed to synthesize it. The reactants are: Cl[C:2]1[CH:24]=[CH:23][C:5]([C:6]([NH:8][C:9]2[CH:14]=[CH:13][CH:12]=[CH:11][C:10]=2[CH2:15][N:16]2[CH2:21][CH2:20][N:19]([CH3:22])[CH2:18][CH2:17]2)=[O:7])=[CH:4][N:3]=1.[CH3:25][C:26]1[CH:31]=[CH:30][C:29]([NH:32][C:33]([C:35]2[CH:39]=[CH:38][S:37][CH:36]=2)=[O:34])=[CH:28][C:27]=1B1OC(C)(C)C(C)(C)O1.